Predict which catalyst facilitates the given reaction. From a dataset of Catalyst prediction with 721,799 reactions and 888 catalyst types from USPTO. (1) Reactant: [OH:1][CH:2]1[CH:6]([C:7]2[CH:12]=[CH:11][CH:10]=[CH:9][CH:8]=2)[CH2:5][N:4](C(OCC2C=CC=CC=2)=O)[CH2:3]1.CO. Product: [C:7]1([CH:6]2[CH2:5][NH:4][CH2:3][CH:2]2[OH:1])[CH:8]=[CH:9][CH:10]=[CH:11][CH:12]=1. The catalyst class is: 45. (2) Reactant: [NH2:1][C:2]1[CH:3]=[C:4]2[C:9](=[CH:10][CH:11]=1)[N:8]([CH2:12][CH2:13][N:14]1[CH2:19][CH2:18][O:17][CH2:16][CH2:15]1)[C:7](=O)[CH2:6][CH2:5]2.[H-].[Al+3].[Li+].[H-].[H-].[H-]. Product: [O:17]1[CH2:18][CH2:19][N:14]([CH2:13][CH2:12][N:8]2[C:9]3[C:4](=[CH:3][C:2]([NH2:1])=[CH:11][CH:10]=3)[CH2:5][CH2:6][CH2:7]2)[CH2:15][CH2:16]1. The catalyst class is: 1.